From a dataset of Forward reaction prediction with 1.9M reactions from USPTO patents (1976-2016). Predict the product of the given reaction. (1) The product is: [CH3:1][C:2]1[CH:3]=[CH:4][C:5]([CH2:8][N:9]2[CH2:10][CH2:11][N:12]3[C:15](=[O:16])[O:48][C:41]([C:49]4[CH:54]=[CH:53][CH:52]=[CH:51][CH:50]=4)([C:42]4[CH:47]=[CH:46][CH:45]=[CH:44][CH:43]=4)[CH:13]3[CH2:14]2)=[CH:6][CH:7]=1. Given the reactants [CH3:1][C:2]1[CH:7]=[CH:6][C:5]([CH2:8][N:9]2[CH2:14][CH2:13][N:12]([C:15](OC(C)(C)C)=[O:16])[CH2:11][CH2:10]2)=[CH:4][CH:3]=1.CN(C)CCN(C)C.C([Li])(CC)C.C1CCCCC1.[C:41]([C:49]1[CH:54]=[CH:53][CH:52]=[CH:51][CH:50]=1)(=[O:48])[C:42]1[CH:47]=[CH:46][CH:45]=[CH:44][CH:43]=1.[Cl-].[NH4+], predict the reaction product. (2) Given the reactants [CH:1]1([C:4]2[N:8]([CH2:9][C:10]3[CH:15]=[CH:14][C:13]([C:16]4[CH:21]=[CH:20][CH:19]=[CH:18][C:17]=4[C:22]4[NH:26][C:25](=O)[O:24][N:23]=4)=[CH:12][CH:11]=3)[C:7]3[C:28]([C:32]([O:34][CH2:35][C:36]4[O:37][C:38](=[O:42])[O:39][C:40]=4[CH3:41])=[O:33])=[CH:29][CH:30]=[CH:31][C:6]=3[N:5]=2)[CH2:3][CH2:2]1.C(C(CCCC)[C:46]([O-:48])=[O:47])C.[K+:53], predict the reaction product. The product is: [CH:1]1([C:4]2[N:8]([CH2:9][C:10]3[CH:11]=[CH:12][C:13]([C:16]4[CH:21]=[CH:20][CH:19]=[CH:18][C:17]=4[C:22]4[N:26]=[C:25]([C:46]([O-:48])=[O:47])[O:24][N:23]=4)=[CH:14][CH:15]=3)[C:7]3[C:28]([C:32]([O:34][CH2:35][C:36]4[O:37][C:38](=[O:42])[O:39][C:40]=4[CH3:41])=[O:33])=[CH:29][CH:30]=[CH:31][C:6]=3[N:5]=2)[CH2:3][CH2:2]1.[K+:53].